From a dataset of Peptide-MHC class I binding affinity with 185,985 pairs from IEDB/IMGT. Regression. Given a peptide amino acid sequence and an MHC pseudo amino acid sequence, predict their binding affinity value. This is MHC class I binding data. (1) The peptide sequence is YTILNRKAI. The MHC is HLA-A02:01 with pseudo-sequence HLA-A02:01. The binding affinity (normalized) is 0. (2) The MHC is HLA-A30:01 with pseudo-sequence HLA-A30:01. The binding affinity (normalized) is 0.0847. The peptide sequence is AMQDPNPEV.